The task is: Regression/Classification. Given a drug SMILES string, predict its absorption, distribution, metabolism, or excretion properties. Task type varies by dataset: regression for continuous measurements (e.g., permeability, clearance, half-life) or binary classification for categorical outcomes (e.g., BBB penetration, CYP inhibition). Dataset: cyp2c19_veith.. This data is from CYP2C19 inhibition data for predicting drug metabolism from PubChem BioAssay. (1) The drug is Cn1cccc1C(=O)N1CCC2(CCCN(c3ccccn3)C2)CC1. The result is 1 (inhibitor). (2) The compound is Cn1cccc1C(=O)C(=O)Nc1cccc(Cl)c1Cl. The result is 1 (inhibitor). (3) The molecule is c1ccc2nc(CC[C@@H]3CCCCN3)ccc2c1. The result is 1 (inhibitor). (4) The molecule is O=C(CSc1nc2ccccc2c(=O)n1CCCC(=O)N1CCCC1)NCc1ccco1. The result is 1 (inhibitor). (5) The drug is Nc1nnc(C(c2ccccc2)c2ccccc2)s1. The result is 1 (inhibitor). (6) The molecule is OCCSCc1cc(Cl)cc(Cl)c1O. The result is 0 (non-inhibitor). (7) The molecule is N#Cc1ccc(CN2CCCC3(CCN(C(=O)Oc4ccccc4)CC3)C2)cc1. The result is 0 (non-inhibitor).